Dataset: Merck oncology drug combination screen with 23,052 pairs across 39 cell lines. Task: Regression. Given two drug SMILES strings and cell line genomic features, predict the synergy score measuring deviation from expected non-interaction effect. (1) Drug 1: O=C(O)C1(Cc2cccc(Nc3nccs3)n2)CCC(Oc2cccc(Cl)c2F)CC1. Drug 2: Cc1nc(Nc2ncc(C(=O)Nc3c(C)cccc3Cl)s2)cc(N2CCN(CCO)CC2)n1. Cell line: LOVO. Synergy scores: synergy=42.4. (2) Drug 1: CN1C(=O)C=CC2(C)C3CCC4(C)C(NC(=O)OCC(F)(F)F)CCC4C3CCC12. Drug 2: CCC1(O)C(=O)OCc2c1cc1n(c2=O)Cc2cc3c(CN(C)C)c(O)ccc3nc2-1. Cell line: NCIH520. Synergy scores: synergy=11.9. (3) Drug 1: N#Cc1ccc(Cn2cncc2CN2CCN(c3cccc(Cl)c3)C(=O)C2)cc1. Drug 2: O=C(O)C1(Cc2cccc(Nc3nccs3)n2)CCC(Oc2cccc(Cl)c2F)CC1. Cell line: RPMI7951. Synergy scores: synergy=2.04. (4) Drug 1: N#Cc1ccc(Cn2cncc2CN2CCN(c3cccc(Cl)c3)C(=O)C2)cc1. Synergy scores: synergy=2.46. Drug 2: CCC1=CC2CN(C1)Cc1c([nH]c3ccccc13)C(C(=O)OC)(c1cc3c(cc1OC)N(C)C1C(O)(C(=O)OC)C(OC(C)=O)C4(CC)C=CCN5CCC31C54)C2. Cell line: A2780. (5) Synergy scores: synergy=8.41. Drug 2: CCc1cnn2c(NCc3ccc[n+]([O-])c3)cc(N3CCCCC3CCO)nc12. Drug 1: O=C(CCCCCCC(=O)Nc1ccccc1)NO. Cell line: MSTO. (6) Drug 1: O=C(O)C1(Cc2cccc(Nc3nccs3)n2)CCC(Oc2cccc(Cl)c2F)CC1. Drug 2: NC1(c2ccc(-c3nc4ccn5c(=O)[nH]nc5c4cc3-c3ccccc3)cc2)CCC1. Cell line: A375. Synergy scores: synergy=8.47. (7) Drug 1: Nc1ccn(C2OC(CO)C(O)C2(F)F)c(=O)n1. Drug 2: CCc1cnn2c(NCc3ccc[n+]([O-])c3)cc(N3CCCCC3CCO)nc12. Cell line: CAOV3. Synergy scores: synergy=-2.98. (8) Drug 1: CC1CC2C3CCC4=CC(=O)C=CC4(C)C3(F)C(O)CC2(C)C1(O)C(=O)CO. Drug 2: CC(C)CC(NC(=O)C(Cc1ccccc1)NC(=O)c1cnccn1)B(O)O. Cell line: EFM192B. Synergy scores: synergy=-20.9. (9) Drug 1: CN1C(=O)C=CC2(C)C3CCC4(C)C(NC(=O)OCC(F)(F)F)CCC4C3CCC12. Synergy scores: synergy=19.7. Cell line: HT29. Drug 2: Cc1nc(Nc2ncc(C(=O)Nc3c(C)cccc3Cl)s2)cc(N2CCN(CCO)CC2)n1. (10) Synergy scores: synergy=1.26. Cell line: SW620. Drug 1: CN(Cc1cnc2nc(N)nc(N)c2n1)c1ccc(C(=O)NC(CCC(=O)O)C(=O)O)cc1. Drug 2: Cn1cc(-c2cnn3c(N)c(Br)c(C4CCCNC4)nc23)cn1.